Dataset: Forward reaction prediction with 1.9M reactions from USPTO patents (1976-2016). Task: Predict the product of the given reaction. (1) Given the reactants [CH3:1][C@@H:2]1[C@H:6]([C:7]2[CH:12]=[CH:11][CH:10]=[CH:9][CH:8]=2)[O:5][C:4](=[O:13])[NH:3]1.C([Li])CCC.[C:19]1([CH2:25][C:26](Cl)=[O:27])[CH:24]=[CH:23][CH:22]=[CH:21][CH:20]=1, predict the reaction product. The product is: [CH3:1][C@@H:2]1[C@H:6]([C:7]2[CH:12]=[CH:11][CH:10]=[CH:9][CH:8]=2)[O:5][C:4](=[O:13])[N:3]1[C:26](=[O:27])[CH2:25][C:19]1[CH:24]=[CH:23][CH:22]=[CH:21][CH:20]=1. (2) Given the reactants [Cl:1][C:2]1[CH:7]=[C:6]2[N:8]([CH2:29][O:30][CH2:31][CH2:32][Si:33]([CH3:36])([CH3:35])[CH3:34])[C:9](=[O:28])[C@:10]3([C@@H:15]([C:16]4[CH:21]=[CH:20][CH:19]=[C:18]([Cl:22])[CH:17]=4)[CH2:14][CH2:13][C:12](=[O:23])[N:11]3[CH2:24][CH:25]3[CH2:27][CH2:26]3)[C:5]2=[CH:4][CH:3]=1.[Li+].[CH3:38][CH:39]([N-]C(C)C)[CH3:40].C(Br)C=C, predict the reaction product. The product is: [CH2:40]([C@@H:13]1[C:12](=[O:23])[N:11]([CH2:24][CH:25]2[CH2:26][CH2:27]2)[C@:10]2([C:5]3[C:6](=[CH:7][C:2]([Cl:1])=[CH:3][CH:4]=3)[N:8]([CH2:29][O:30][CH2:31][CH2:32][Si:33]([CH3:36])([CH3:35])[CH3:34])[C:9]2=[O:28])[C@@H:15]([C:16]2[CH:21]=[CH:20][CH:19]=[C:18]([Cl:22])[CH:17]=2)[CH2:14]1)[CH:39]=[CH2:38]. (3) Given the reactants [OH:1][C:2]1[CH:24]=[CH:23][C:22]([CH:25]=[CH:26][C:27]2[CH:32]=[CH:31][CH:30]=[CH:29][CH:28]=2)=[CH:21][C:3]=1[C:4]([NH:6][C:7]1[CH:12]=[C:11]([C:13]([F:16])([F:15])[F:14])[CH:10]=[C:9]([C:17]([F:20])([F:19])[F:18])[CH:8]=1)=[O:5].[N:33]1([C:39](Cl)=[O:40])[CH2:38][CH2:37][O:36][CH2:35][CH2:34]1, predict the reaction product. The product is: [O:36]1[CH2:37][CH2:38][N:33]([C:39]([O:1][C:2]2[CH:24]=[CH:23][C:22]([CH:25]=[CH:26][C:27]3[CH:28]=[CH:29][CH:30]=[CH:31][CH:32]=3)=[CH:21][C:3]=2[C:4]([NH:6][C:7]2[CH:8]=[C:9]([C:17]([F:18])([F:19])[F:20])[CH:10]=[C:11]([C:13]([F:14])([F:15])[F:16])[CH:12]=2)=[O:5])=[O:40])[CH2:34][CH2:35]1. (4) Given the reactants [Cl:1][C:2]1[NH:6][C:5]2[CH:7]=[CH:8][CH:9]=[CH:10][C:4]=2[N:3]=1.[H-].[Na+].I[CH3:14], predict the reaction product. The product is: [Cl:1][C:2]1[N:6]([CH3:14])[C:5]2[CH:7]=[CH:8][CH:9]=[CH:10][C:4]=2[N:3]=1.